This data is from Forward reaction prediction with 1.9M reactions from USPTO patents (1976-2016). The task is: Predict the product of the given reaction. Given the reactants [C:1]([C:5]1[O:9][N:8]=[C:7]([C:10]2[CH:15]=[C:14](Cl)[C:13]([CH:17]3[CH2:19][CH2:18]3)=[CH:12][N:11]=2)[N:6]=1)([CH3:4])([CH3:3])[CH3:2].[F:20][C:21]([F:26])([F:25])[C@@H:22]([OH:24])[CH3:23].[H-].[Na+], predict the reaction product. The product is: [C:1]([C:5]1[O:9][N:8]=[C:7]([C:10]2[CH:15]=[C:14]([O:24][C@@H:22]([CH3:23])[C:21]([F:26])([F:25])[F:20])[C:13]([CH:17]3[CH2:19][CH2:18]3)=[CH:12][N:11]=2)[N:6]=1)([CH3:4])([CH3:3])[CH3:2].